From a dataset of Reaction yield outcomes from USPTO patents with 853,638 reactions. Predict the reaction yield, written as a fraction of the theoretical maximum amount of product (1.0 means a 100% yield; for example, 0.34 means a 34% yield). (1) The reactants are C([N:4]1[CH2:9][CH2:8][C:7]2([CH2:14][CH2:13][C:12]([C:18]3[CH:23]=[CH:22][CH:21]=[CH:20][CH:19]=3)([N:15]([CH3:17])[CH3:16])[CH2:11][CH2:10]2)[CH2:6][CH2:5]1)C=C. The catalyst is Cl[Ru](=CC1C=CC=CC=1)([P](C1CCCCC1)(C1CCCCC1)C1CCCCC1)([P](C1CCCCC1)(C1CCCCC1)C1CCCCC1)Cl.C1(C)C=CC=CC=1. The product is [CH3:16][N:15]([CH3:17])[C:12]1([C:18]2[CH:19]=[CH:20][CH:21]=[CH:22][CH:23]=2)[CH2:11][CH2:10][C:7]2([CH2:6][CH2:5][NH:4][CH2:9][CH2:8]2)[CH2:14][CH2:13]1. The yield is 1.00. (2) The reactants are [Cl:1][C:2]1[CH:3]=[C:4]([C:9]2([C:31]([F:34])([F:33])[F:32])[O:13][N:12]=[C:11]([C:14]3[C:23]4[C:18](=[CH:19][CH:20]=[CH:21][CH:22]=4)[C:17]([C:24]([NH:26][CH2:27][C:28]([OH:30])=O)=[O:25])=[CH:16][CH:15]=3)[CH2:10]2)[CH:5]=[C:6]([Cl:8])[CH:7]=1. The catalyst is ClCCl. The product is [Cl:1][C:2]1[CH:3]=[C:4]([C:9]2([C:31]([F:32])([F:34])[F:33])[O:13][N:12]=[C:11]([C:14]3[C:23]4[C:18](=[CH:19][CH:20]=[CH:21][CH:22]=4)[C:17]([C:24]4[O:25][C:28](=[O:30])[CH2:27][N:26]=4)=[CH:16][CH:15]=3)[CH2:10]2)[CH:5]=[C:6]([Cl:8])[CH:7]=1. The yield is 0.810.